Dataset: Forward reaction prediction with 1.9M reactions from USPTO patents (1976-2016). Task: Predict the product of the given reaction. (1) Given the reactants Cl[C:2]1[NH:3][N:4]2[C:11]([CH:12]([CH3:14])[CH3:13])=[N:10][CH:9]=[C:5]2[C:6](=[O:8])[N:7]=1.CCN(C(C)C)C(C)C.[I-].[Na+].[NH2:26][CH:27]([C:30]1[CH:35]=[CH:34][C:33]([CH3:36])=[CH:32][CH:31]=1)[CH2:28][OH:29], predict the reaction product. The product is: [OH:29][CH2:28][CH:27]([NH:26][C:2]1[NH:3][N:4]2[C:11]([CH:12]([CH3:14])[CH3:13])=[N:10][CH:9]=[C:5]2[C:6](=[O:8])[N:7]=1)[C:30]1[CH:35]=[CH:34][C:33]([CH3:36])=[CH:32][CH:31]=1. (2) The product is: [N+:1]([C:4]1[C:12]([NH2:13])=[CH:11][CH:10]=[C:9]2[C:5]=1[CH:6]=[N:7][NH:8]2)([O-:3])=[O:2]. Given the reactants [N+:1]([C:4]1[C:12]([NH:13]C(=O)C)=[CH:11][CH:10]=[C:9]2[C:5]=1[CH:6]=[N:7][NH:8]2)([O-:3])=[O:2], predict the reaction product. (3) Given the reactants [NH2:1][C:2]1[CH:3]=[C:4]2[C:9](=[C:10]([F:12])[CH:11]=1)[N:8]=[CH:7][C:6]([C:13]#[N:14])=[C:5]2[NH:15][C:16]1[CH:21]=[CH:20][C:19]([F:22])=[C:18]([Cl:23])[CH:17]=1.[CH3:24][N:25]1[CH:29]=[CH:28][N:27]=[C:26]1[CH:30]=O.[BH3-]C#N.[Na+], predict the reaction product. The product is: [Cl:23][C:18]1[CH:17]=[C:16]([NH:15][C:5]2[C:4]3[C:9](=[C:10]([F:12])[CH:11]=[C:2]([NH:1][CH2:30][C:26]4[N:25]([CH3:24])[CH:29]=[CH:28][N:27]=4)[CH:3]=3)[N:8]=[CH:7][C:6]=2[C:13]#[N:14])[CH:21]=[CH:20][C:19]=1[F:22]. (4) Given the reactants [OH-].[Na+].C([O:5][C:6]([C:8]1([C:36]([O:38]CC)=[O:37])[CH2:13][CH2:12][N:11]([CH2:14][C:15]2[CH:20]=[CH:19][C:18]([C:21]3[N:25]=[C:24]([C:26]4[CH:31]=[CH:30][C:29]([C:32]([F:35])([F:34])[F:33])=[CH:28][CH:27]=4)[O:23][N:22]=3)=[CH:17][CH:16]=2)[CH2:10][CH2:9]1)=[O:7])C, predict the reaction product. The product is: [F:34][C:32]([F:33])([F:35])[C:29]1[CH:30]=[CH:31][C:26]([C:24]2[O:23][N:22]=[C:21]([C:18]3[CH:17]=[CH:16][C:15]([CH2:14][N:11]4[CH2:10][CH2:9][C:8]([C:36]([OH:38])=[O:37])([C:6]([OH:7])=[O:5])[CH2:13][CH2:12]4)=[CH:20][CH:19]=3)[N:25]=2)=[CH:27][CH:28]=1. (5) Given the reactants OS(O)(=O)=O.[S:6]1[C:10]2[CH:11]=[C:12]([NH:15][C:16]([NH:18][CH2:19][CH:20](OC)OC)=[O:17])[CH:13]=[CH:14][C:9]=2[N:8]=[CH:7]1.CO.[OH-].[K+], predict the reaction product. The product is: [S:6]1[C:10]2[CH:11]=[C:12]([N:15]3[CH:20]=[CH:19][NH:18][C:16]3=[O:17])[CH:13]=[CH:14][C:9]=2[N:8]=[CH:7]1. (6) Given the reactants I[C:2]1[CH:3]=[C:4]2[C:8](=[CH:9][CH:10]=1)[NH:7][N:6]=[CH:5]2.[CH3:11][Si:12]([C:15]#[CH:16])([CH3:14])[CH3:13], predict the reaction product. The product is: [CH3:11][Si:12]([C:15]#[C:16][C:2]1[CH:3]=[C:4]2[C:8](=[CH:9][CH:10]=1)[NH:7][N:6]=[CH:5]2)([CH3:14])[CH3:13]. (7) The product is: [CH3:17][N:10]([C:11]1[CH:16]=[CH:15][CH:14]=[CH:13][CH:12]=1)[C:8](=[O:9])[CH2:7][CH2:6][N:33]([CH2:32][CH2:31][CH2:30][O:29][C:25]1[CH:24]=[C:23]2[C:28](=[CH:27][CH:26]=1)[N:19]([CH3:18])[C:20](=[O:41])[CH:21]=[CH:22]2)[CH2:34][C:35]1[CH:36]=[CH:37][N:38]=[CH:39][CH:40]=1. Given the reactants [O-]CC.[Na+].Cl[CH2:6][CH2:7][C:8]([N:10]([CH3:17])[C:11]1[CH:16]=[CH:15][CH:14]=[CH:13][CH:12]=1)=[O:9].[CH3:18][N:19]1[C:28]2[C:23](=[CH:24][C:25]([O:29][CH2:30][CH2:31][CH2:32][NH:33][CH2:34][C:35]3[CH:40]=[CH:39][N:38]=[CH:37][CH:36]=3)=[CH:26][CH:27]=2)[CH:22]=[CH:21][C:20]1=[O:41], predict the reaction product. (8) Given the reactants [CH3:1][CH:2]([N:4]1[C:8]2[N:9]=[C:10]([C:18]3[CH:23]=[CH:22][C:21]([S:24]([CH3:27])(=[O:26])=[O:25])=[CH:20][CH:19]=3)[CH:11]=[C:12]([C:13]([O:15]CC)=[O:14])[C:7]=2[CH:6]=[N:5]1)[CH3:3].C(O)C.[OH-].[Na+], predict the reaction product. The product is: [CH3:3][CH:2]([N:4]1[C:8]2[N:9]=[C:10]([C:18]3[CH:23]=[CH:22][C:21]([S:24]([CH3:27])(=[O:25])=[O:26])=[CH:20][CH:19]=3)[CH:11]=[C:12]([C:13]([OH:15])=[O:14])[C:7]=2[CH:6]=[N:5]1)[CH3:1]. (9) Given the reactants [F:1][C:2]1[CH:25]=[C:24]([N+:26]([O-:28])=[O:27])[CH:23]=[CH:22][C:3]=1[O:4][C:5]1[CH:10]=[CH:9][N:8]=[C:7]2[CH:11]=[C:12]([C:14]3[CH:21]=[CH:20][C:17]([CH:18]=O)=[CH:16][N:15]=3)[S:13][C:6]=12.[CH3:29][O:30][CH2:31][CH2:32][O:33][CH2:34][CH2:35][NH2:36].C(O)(=O)C.C(O[BH-](OC(=O)C)OC(=O)C)(=O)C.[Na+], predict the reaction product. The product is: [F:1][C:2]1[CH:25]=[C:24]([N+:26]([O-:28])=[O:27])[CH:23]=[CH:22][C:3]=1[O:4][C:5]1[CH:10]=[CH:9][N:8]=[C:7]2[CH:11]=[C:12]([C:14]3[N:15]=[CH:16][C:17]([CH2:18][NH:36][CH2:35][CH2:34][O:33][CH2:32][CH2:31][O:30][CH3:29])=[CH:20][CH:21]=3)[S:13][C:6]=12. (10) The product is: [CH2:1]([O:3][C:4]([C:6]1[N:7]=[N:8][C:9]([Cl:16])=[CH:10][C:11]=1[CH2:17][CH:20]([CH3:21])[CH3:24])=[O:5])[CH3:2]. Given the reactants [CH2:1]([O:3][C:4]([C:6]1[N:7]=[N:8][C:9]([Cl:16])=[C:10](CC(C)C)[CH:11]=1)=[O:5])[CH3:2].[C:17](O)#C.[CH2:20]1[CH2:24]OC[CH2:21]1, predict the reaction product.